This data is from Full USPTO retrosynthesis dataset with 1.9M reactions from patents (1976-2016). The task is: Predict the reactants needed to synthesize the given product. (1) Given the product [F:19][C:20]([F:33])([F:32])[S:21]([O:17][C:14]1[CH:15]=[CH:16][C:11]([C:7]([CH3:10])([CH3:8])[CH3:9])=[C:12]([F:18])[CH:13]=1)(=[O:23])=[O:22], predict the reactants needed to synthesize it. The reactants are: N1C=CC=CC=1.[C:7]([C:11]1[CH:16]=[CH:15][C:14]([OH:17])=[CH:13][C:12]=1[F:18])([CH3:10])([CH3:9])[CH3:8].[F:19][C:20]([F:33])([F:32])[S:21](O[S:21]([C:20]([F:33])([F:32])[F:19])(=[O:23])=[O:22])(=[O:23])=[O:22]. (2) Given the product [ClH:41].[C:37]([NH:36][C:22]1[S:23][C:24]([CH2:25][C:26]2[CH:27]=[CH:28][C:29]([S:32]([CH3:35])(=[O:33])=[O:34])=[CH:30][CH:31]=2)=[C:20]([CH2:19][CH2:18][C:15]2[CH:14]=[CH:13][C:12]([NH:11][C:9](=[O:10])[CH2:8][NH2:7])=[CH:17][CH:16]=2)[N:21]=1)(=[O:39])[CH3:38], predict the reactants needed to synthesize it. The reactants are: C(OC(=O)[NH:7][CH2:8][C:9]([NH:11][C:12]1[CH:17]=[CH:16][C:15]([CH2:18][CH2:19][C:20]2[N:21]=[C:22]([NH:36][C:37](=[O:39])[CH3:38])[S:23][C:24]=2[CH2:25][C:26]2[CH:31]=[CH:30][C:29]([S:32]([CH3:35])(=[O:34])=[O:33])=[CH:28][CH:27]=2)=[CH:14][CH:13]=1)=[O:10])(C)(C)C.[ClH:41]. (3) Given the product [CH2:1]([S:7][C:8]1[N:12]=[CH:11][NH:10][C:9]=1[C:21]1[CH:22]=[N:23][CH:24]=[CH:25][CH:26]=1)[CH2:2][CH2:3][CH2:4][CH2:5][CH3:6], predict the reactants needed to synthesize it. The reactants are: [CH2:1]([S:7][C:8]1[N:12]=[CH:11][N:10](COCC[Si](C)(C)C)[C:9]=1[C:21]1[CH:22]=[N:23][CH:24]=[CH:25][CH:26]=1)[CH2:2][CH2:3][CH2:4][CH2:5][CH3:6].CCCC[N+](CCCC)(CCCC)CCCC.[F-]. (4) Given the product [OH:25][C:14]1[C:15]2[NH:16][C:17]([C:20]3[S:21][CH:22]=[CH:23][CH:24]=3)=[N:18][C:19]=2[C:11]([C:9]([NH:8][CH2:7][CH2:6][C:5]2[CH:4]=[CH:3][C:2]([OH:1])=[CH:28][CH:27]=2)=[O:10])=[CH:12][CH:13]=1, predict the reactants needed to synthesize it. The reactants are: [OH:1][C:2]1[CH:28]=[CH:27][C:5]([CH2:6][CH2:7][NH:8][C:9]([C:11]2[C:19]3[N:18]=[C:17]([C:20]4[S:21][CH:22]=[CH:23][CH:24]=4)[NH:16][C:15]=3[C:14]([O:25]C)=[CH:13][CH:12]=2)=[O:10])=[CH:4][CH:3]=1.B(Br)(Br)Br. (5) Given the product [CH:18]([N:15]1[CH2:14][CH2:13][CH:12]([NH:11][CH3:10])[CH2:17][CH2:16]1)([CH3:20])[CH3:19], predict the reactants needed to synthesize it. The reactants are: [H-].[H-].[H-].[H-].[Li+].[Al+3].C(O[C:10](=O)[NH:11][CH:12]1[CH2:17][CH2:16][N:15]([CH:18]([CH3:20])[CH3:19])[CH2:14][CH2:13]1)C. (6) Given the product [Cl:1][C:2]1[N:11]=[CH:10][CH:9]=[C:8]2[C:3]=1[CH:4]=[C:5]([C:20]1[CH:25]=[CH:24][CH:23]=[CH:22][CH:21]=1)[C:6]([C:12]1[CH:19]=[CH:18][C:15]([CH2:16][N:34]3[CH2:33][CH2:32][CH:31]([C:28]4[NH:29][CH:30]=[N:26][N:27]=4)[CH2:36][CH2:35]3)=[CH:14][CH:13]=1)=[N:7]2, predict the reactants needed to synthesize it. The reactants are: [Cl:1][C:2]1[N:11]=[CH:10][CH:9]=[C:8]2[C:3]=1[CH:4]=[C:5]([C:20]1[CH:25]=[CH:24][CH:23]=[CH:22][CH:21]=1)[C:6]([C:12]1[CH:19]=[CH:18][C:15]([CH:16]=O)=[CH:14][CH:13]=1)=[N:7]2.[NH:26]1[CH:30]=[N:29][C:28]([CH:31]2[CH2:36][CH2:35][NH:34][CH2:33][CH2:32]2)=[N:27]1.C(N(CC)CC)C.C(O)(=O)C.C(O[BH-](OC(=O)C)OC(=O)C)(=O)C.[Na+]. (7) Given the product [NH:19]([C:17]1[C:16]([Br:26])=[CH:15][N:14]=[C:13]([NH:12][C:11]2[CH:10]=[CH:9][C:8]([NH:7][C:4](=[O:5])[CH2:3][CH2:2][Cl:1])=[CH:28][CH:27]=2)[N:18]=1)[C:20]1[CH:25]=[CH:24][CH:23]=[CH:22][CH:21]=1, predict the reactants needed to synthesize it. The reactants are: [Cl:1][CH2:2][CH2:3][C:4](Cl)=[O:5].[NH2:7][C:8]1[CH:28]=[CH:27][C:11]([NH:12][C:13]2[N:18]=[C:17]([NH:19][C:20]3[CH:25]=[CH:24][CH:23]=[CH:22][CH:21]=3)[C:16]([Br:26])=[CH:15][N:14]=2)=[CH:10][CH:9]=1.C(N(CC)CC)C.O. (8) Given the product [Cl:16][C:17]1[CH:35]=[C:34]([F:36])[C:33]([N:37]2[C:5](=[O:7])[CH:4]=[C:3]([C:10]([F:11])([F:12])[F:13])[N:2]([CH3:1])[C:38]2=[S:39])=[CH:32][C:18]=1[C:19]([NH:21][S:22]([N:25]([CH:42]([CH3:43])[CH3:41])[CH2:26][CH2:27][CH3:28])(=[O:23])=[O:24])=[O:20], predict the reactants needed to synthesize it. The reactants are: [CH3:1][NH:2]/[C:3](/[C:10]([F:13])([F:12])[F:11])=[CH:4]\[C:5]([O:7]CC)=O.[H-].[Na+].[Cl:16][C:17]1[CH:35]=[C:34]([F:36])[C:33]([N:37]=[C:38]=[S:39])=[CH:32][C:18]=1[C:19]([N:21](CCC)[S:22]([NH:25][CH2:26][CH:27]=[CH2:28])(=[O:24])=[O:23])=[O:20].Cl.[CH3:41][CH2:42][CH2:43]CCC. (9) Given the product [NH2:22][C:20](=[O:21])[CH2:19][C:18]([NH:17][C:10]([C:7]1[CH:6]=[C:5]([O:13][CH2:14][CH2:15][F:16])[C:4]([CH:1]2[CH2:2][CH2:3]2)=[CH:9][N:8]=1)=[O:12])([CH:24]1[CH2:26][CH2:25]1)[CH3:23], predict the reactants needed to synthesize it. The reactants are: [CH:1]1([C:4]2[C:5]([O:13][CH2:14][CH2:15][F:16])=[CH:6][C:7]([C:10]([OH:12])=O)=[N:8][CH:9]=2)[CH2:3][CH2:2]1.[NH2:17][C:18]([CH:24]1[CH2:26][CH2:25]1)([CH3:23])[CH2:19][C:20]([NH2:22])=[O:21]. (10) Given the product [CH2:1]([O:2][C:3](=[O:18])[CH2:4][CH:5]1[NH:11][C:10](=[O:12])[C:9]2[CH:13]=[CH:14][CH:15]=[CH:16][C:8]=2[NH:7][C:6]1=[O:17])[C:27]1[CH:35]=[CH:34][CH:33]=[CH:32][CH:28]=1.[CH2:65]([O:64][C:62](=[O:63])[CH2:61][CH:59]1[NH:60][C:91](=[O:92])[C:90]2[CH:97]=[C:86]([Cl:85])[CH:87]=[CH:88][C:89]=2[NH:95][C:58]1=[O:72])[C:66]1[CH:67]=[CH:68][CH:69]=[CH:70][CH:71]=1, predict the reactants needed to synthesize it. The reactants are: [CH3:1][O:2][C:3](=[O:18])[CH2:4][CH:5]1[NH:11][C:10](=[O:12])[C:9]2[CH:13]=[CH:14][CH:15]=[CH:16][C:8]=2[NH:7][C:6]1=[O:17].C(OC(=O)CC1NC(=O)[C:28]2[CH:32]=[C:33](Cl)[CH:34]=[CH:35][C:27]=2NC1=O)C.C1(C)C=CC(S(O)(=O)=O)=CC=1.C(O[C:58](=[O:72])[C@H:59]([CH2:61][C:62]([O:64][CH2:65][C:66]1[CH:71]=[CH:70][CH:69]=[CH:68][CH:67]=1)=[O:63])[NH2:60])C1C=CC=CC=1.C12C(=CC=CC=1)NC(=O)OC2=O.[Cl:85][C:86]1[CH:97]=[C:90]2[C:91](OC(=O)[NH:95][C:89]2=[CH:88][CH:87]=1)=[O:92].